This data is from Forward reaction prediction with 1.9M reactions from USPTO patents (1976-2016). The task is: Predict the product of the given reaction. (1) The product is: [CH2:1]([O:8][C:9]1[CH:14]=[CH:13][C:12]([NH2:15])=[CH:11][C:10]=1[Cl:18])[C:2]1[CH:3]=[CH:4][CH:5]=[CH:6][CH:7]=1. Given the reactants [CH2:1]([O:8][C:9]1[CH:14]=[CH:13][C:12]([N+:15]([O-])=O)=[CH:11][C:10]=1[Cl:18])[C:2]1[CH:7]=[CH:6][CH:5]=[CH:4][CH:3]=1, predict the reaction product. (2) The product is: [C:1]([NH:4][C:5]1[CH:10]=[CH:9][C:8]([C:11]2[N:20]=[C:19]([C:21]([N:30]3[CH2:29][CH2:28][C:27]4[C:32](=[CH:33][CH:34]=[C:35]([CH3:36])[C:26]=4[OH:25])[CH2:31]3)=[O:22])[C:18]3[C:13](=[CH:14][CH:15]=[CH:16][CH:17]=3)[N:12]=2)=[CH:7][CH:6]=1)(=[O:3])[CH3:2]. Given the reactants [C:1]([NH:4][C:5]1[CH:10]=[CH:9][C:8]([C:11]2[N:20]=[C:19]([C:21](O)=[O:22])[C:18]3[C:13](=[CH:14][CH:15]=[CH:16][CH:17]=3)[N:12]=2)=[CH:7][CH:6]=1)(=[O:3])[CH3:2].Cl.[OH:25][C:26]1[C:35]([CH3:36])=[CH:34][CH:33]=[C:32]2[C:27]=1[CH2:28][CH2:29][NH:30][CH2:31]2, predict the reaction product.